From a dataset of Forward reaction prediction with 1.9M reactions from USPTO patents (1976-2016). Predict the product of the given reaction. The product is: [NH2:8][CH:9]([C:14]1[N:19]=[CH:18][C:17]([C:20]2[CH:21]=[CH:22][C:23]([C@H:26]3[O:30][C:29]([CH3:31])([CH3:32])[N:28]([C:33](=[O:37])[CH:34]([F:36])[F:35])[C@H:27]3[CH2:38][F:39])=[CH:24][CH:25]=2)=[CH:16][CH:15]=1)[C:10]([F:13])([F:12])[F:11]. Given the reactants C([NH:8][CH:9]([C:14]1[N:19]=[CH:18][C:17]([C:20]2[CH:25]=[CH:24][C:23]([C@H:26]3[O:30][C:29]([CH3:32])([CH3:31])[N:28]([C:33](=[O:37])[CH:34]([F:36])[F:35])[C@H:27]3[CH2:38][F:39])=[CH:22][CH:21]=2)=[CH:16][CH:15]=1)[C:10]([F:13])([F:12])[F:11])C1C=CC=CC=1, predict the reaction product.